This data is from Forward reaction prediction with 1.9M reactions from USPTO patents (1976-2016). The task is: Predict the product of the given reaction. (1) Given the reactants [C:1]([C:5]1[CH:10]=[CH:9][C:8]([C:11]2[N:12]([C:31](Cl)=[O:32])[CH:13]([C:24]3[CH:29]=[CH:28][C:27]([Cl:30])=[CH:26][CH:25]=3)[C:14]([C:17]3[CH:22]=[CH:21][C:20]([Cl:23])=[CH:19][CH:18]=3)([CH3:16])[N:15]=2)=[C:7]([O:34][CH2:35][CH3:36])[CH:6]=1)([CH3:4])([CH3:3])[CH3:2].[CH3:37][N:38]([CH3:42])[CH2:39][CH2:40][NH2:41], predict the reaction product. The product is: [CH3:37][N:38]([CH3:42])[CH2:39][CH2:40][NH:41][C:31]([N:12]1[CH:13]([C:24]2[CH:25]=[CH:26][C:27]([Cl:30])=[CH:28][CH:29]=2)[C:14]([C:17]2[CH:18]=[CH:19][C:20]([Cl:23])=[CH:21][CH:22]=2)([CH3:16])[N:15]=[C:11]1[C:8]1[CH:9]=[CH:10][C:5]([C:1]([CH3:3])([CH3:2])[CH3:4])=[CH:6][C:7]=1[O:34][CH2:35][CH3:36])=[O:32]. (2) Given the reactants [C:1]([O:5][C:6]([NH:8][CH2:9][CH2:10][CH2:11][C@H:12]([NH:17][C:18]([C:20]1[O:21][C:22]([CH:25]([C:32]2[CH:37]=[CH:36][CH:35]=[CH:34][CH:33]=2)[C:26]2[CH:31]=[CH:30][CH:29]=[CH:28][CH:27]=2)=[CH:23][CH:24]=1)=[O:19])[C:13]([O:15]C)=[O:14])=[O:7])([CH3:4])([CH3:3])[CH3:2].Cl, predict the reaction product. The product is: [C:1]([O:5][C:6]([NH:8][CH2:9][CH2:10][CH2:11][C@H:12]([NH:17][C:18]([C:20]1[O:21][C:22]([CH:25]([C:26]2[CH:27]=[CH:28][CH:29]=[CH:30][CH:31]=2)[C:32]2[CH:37]=[CH:36][CH:35]=[CH:34][CH:33]=2)=[CH:23][CH:24]=1)=[O:19])[C:13]([OH:15])=[O:14])=[O:7])([CH3:4])([CH3:2])[CH3:3]. (3) Given the reactants [CH2:1]([CH:8]1[N:13]([CH3:14])[CH:12]([CH3:15])[CH2:11][C:10]([CH3:16])=[CH:9]1)[C:2]1[CH:7]=[CH:6][CH:5]=[CH:4][CH:3]=1.C(C1CC(C)=CC(C)N1C)C1C=CC=CC=1.N, predict the reaction product. The product is: [CH3:14][N:13]1[CH:12]([CH3:15])[CH2:11][C:10]2([CH3:16])[CH2:9][CH:8]1[CH2:1][C:2]1[CH:7]=[CH:6][CH:5]=[CH:4][C:3]=12. (4) Given the reactants C([O:3][C:4]([CH:6]1[C@H:13]2[CH2:14][CH:8]([CH2:9][CH2:10][CH2:11][CH2:12]2)[N:7]1[S:15]([C:18]1[CH:27]=[CH:26][C:25]2[C:20](=[CH:21][CH:22]=[CH:23][CH:24]=2)[CH:19]=1)(=[O:17])=[O:16])=[O:5])C.[OH-].[Li+], predict the reaction product. The product is: [CH:19]1[C:20]2[C:25](=[CH:24][CH:23]=[CH:22][CH:21]=2)[CH:26]=[CH:27][C:18]=1[S:15]([N:7]1[CH:6]([C:4]([OH:5])=[O:3])[C@H:13]2[CH2:14][CH:8]1[CH2:9][CH2:10][CH2:11][CH2:12]2)(=[O:17])=[O:16].